Predict the reactants needed to synthesize the given product. From a dataset of Full USPTO retrosynthesis dataset with 1.9M reactions from patents (1976-2016). Given the product [F:14][C:10]1[CH:9]=[C:8]2[C:13](=[CH:12][CH:11]=1)[N:5]([CH2:4][C:3]([OH:31])=[O:2])[C:6]([CH3:30])=[C:7]2[CH2:15][C:16]1[S:17][CH:18]=[CH:19][C:20]=1[S:21]([C:24]1[CH:25]=[N:26][CH:27]=[CH:28][CH:29]=1)(=[O:22])=[O:23], predict the reactants needed to synthesize it. The reactants are: C[O:2][C:3](=[O:31])[CH2:4][N:5]1[C:13]2[C:8](=[CH:9][C:10]([F:14])=[CH:11][CH:12]=2)[C:7]([CH2:15][C:16]2[S:17][CH:18]=[CH:19][C:20]=2[S:21]([C:24]2[CH:25]=[N:26][CH:27]=[CH:28][CH:29]=2)(=[O:23])=[O:22])=[C:6]1[CH3:30].[OH-].[Na+].Cl.